Dataset: Forward reaction prediction with 1.9M reactions from USPTO patents (1976-2016). Task: Predict the product of the given reaction. (1) Given the reactants CC1(C)[N:6]([C:7]([O:9][C:10]([CH3:13])([CH3:12])[CH3:11])=[O:8])[C@@H:5]([C:14]([CH2:17][CH3:18])=[CH:15][CH3:16])[CH2:4][O:3]1.O.C1(C)C=CC(S(O)(=O)=O)=CC=1.C(N(CC)CC)C.C(OC(OC(C)(C)C)=O)(OC(C)(C)C)=O, predict the reaction product. The product is: [CH2:17]([C:14](=[CH:15][CH3:16])[C@H:5]([NH:6][C:7](=[O:8])[O:9][C:10]([CH3:12])([CH3:11])[CH3:13])[CH2:4][OH:3])[CH3:18]. (2) Given the reactants [Br:1][C:2]1[C:3]([CH2:8][C:9]#[N:10])=[N:4][CH:5]=[CH:6][CH:7]=1.Cl[CH2:12][CH2:13][N:14]([CH2:22][CH2:23]Cl)[C:15](=[O:21])[O:16][C:17]([CH3:20])([CH3:19])[CH3:18].[H-].[Na+], predict the reaction product. The product is: [Br:1][C:2]1[C:3]([C:8]2([C:9]#[N:10])[CH2:23][CH2:22][N:14]([C:15]([O:16][C:17]([CH3:19])([CH3:18])[CH3:20])=[O:21])[CH2:13][CH2:12]2)=[N:4][CH:5]=[CH:6][CH:7]=1.